From a dataset of Full USPTO retrosynthesis dataset with 1.9M reactions from patents (1976-2016). Predict the reactants needed to synthesize the given product. (1) Given the product [N:17]1([C:23]2[CH:30]=[CH:29][C:26]([CH:27]=[C:9]3[C:8]4[C:12](=[CH:13][CH:14]=[CH:15][C:7]=4[CH:4]4[CH2:3][CH2:2][NH:1][CH2:6][CH2:5]4)[NH:11][C:10]3=[O:16])=[CH:25][CH:24]=2)[CH2:22][CH2:21][O:20][CH2:19][CH2:18]1, predict the reactants needed to synthesize it. The reactants are: [NH:1]1[CH2:6][CH2:5][CH:4]([C:7]2[CH:15]=[CH:14][CH:13]=[C:12]3[C:8]=2[CH2:9][C:10](=[O:16])[NH:11]3)[CH2:3][CH2:2]1.[N:17]1([C:23]2[CH:30]=[CH:29][C:26]([CH:27]=O)=[CH:25][CH:24]=2)[CH2:22][CH2:21][O:20][CH2:19][CH2:18]1. (2) Given the product [C:40]([C:39]1[C:31]([NH:30][C:27]2[CH:28]=[CH:29][C:24]([Br:23])=[CH:25][C:26]=2[F:46])=[C:32]([F:45])[C:33](=[O:44])[N:34]2[C:38]=1[CH2:37][CH2:36][CH2:35]2)(=[O:43])[CH:41]=[CH2:42], predict the reactants needed to synthesize it. The reactants are: CC(OI1(OC(C)=O)(OC(C)=O)OC(=O)C2C=CC=CC1=2)=O.[Br:23][C:24]1[CH:29]=[CH:28][C:27]([NH:30][C:31]2[C:39]([CH:40]([OH:43])[CH:41]=[CH2:42])=[C:38]3[N:34]([CH2:35][CH2:36][CH2:37]3)[C:33](=[O:44])[C:32]=2[F:45])=[C:26]([F:46])[CH:25]=1.C([O-])(O)=O.[Na+]. (3) Given the product [CH:1]([O:4][C:5]1[CH:12]=[CH:11][C:8]([CH2:9][NH:20][C:19]2[CH:21]=[CH:22][C:16]([CH:13]([CH3:15])[CH3:14])=[CH:17][CH:18]=2)=[CH:7][CH:6]=1)([CH3:3])[CH3:2], predict the reactants needed to synthesize it. The reactants are: [CH:1]([O:4][C:5]1[CH:12]=[CH:11][C:8]([CH:9]=O)=[CH:7][CH:6]=1)([CH3:3])[CH3:2].[CH:13]([C:16]1[CH:22]=[CH:21][C:19]([NH2:20])=[CH:18][CH:17]=1)([CH3:15])[CH3:14]. (4) Given the product [F:1][C:2]1[CH:7]=[C:6]([F:8])[CH:5]=[CH:4][C:3]=1[C:9]1[NH:36][C:34](=[O:35])[NH:33][CH:24]([C:23]2[CH:26]=[C:27]([N+:30]([O-:32])=[O:31])[C:28]([OH:29])=[C:21]([O:20][CH2:18][CH3:19])[CH:22]=2)[C:10]=1[C:11]1[CH:16]=[CH:15][CH:14]=[CH:13][CH:12]=1, predict the reactants needed to synthesize it. The reactants are: [F:1][C:2]1[CH:7]=[C:6]([F:8])[CH:5]=[CH:4][C:3]=1[C:9](=O)[CH2:10][C:11]1[CH:16]=[CH:15][CH:14]=[CH:13][CH:12]=1.[CH2:18]([O:20][C:21]1[CH:22]=[C:23]([CH:26]=[C:27]([N+:30]([O-:32])=[O:31])[C:28]=1[OH:29])[CH:24]=O)[CH3:19].[NH2:33][C:34]([NH2:36])=[O:35].Cl.